Task: Predict the reaction yield, written as a fraction of the theoretical maximum amount of product (1.0 means a 100% yield; for example, 0.34 means a 34% yield).. Dataset: Reaction yield outcomes from USPTO patents with 853,638 reactions (1) No catalyst specified. The yield is 0.420. The reactants are [N+]([C:4]1[C:13]2[C:8](=[CH:9][CH:10]=[CH:11][CH:12]=2)[N:7]=[C:6]([C:14]2[CH:20]=[CH:19][C:17]([NH2:18])=[CH:16][CH:15]=2)[CH:5]=1)([O-])=O.[F-:21].[K+]. The product is [F:21][C:4]1[C:13]2[C:8](=[CH:9][CH:10]=[CH:11][CH:12]=2)[N:7]=[C:6]([C:14]2[CH:20]=[CH:19][C:17]([NH2:18])=[CH:16][CH:15]=2)[CH:5]=1. (2) The reactants are [CH2:1]([O:3][P:4]([C:9]1[S:10][C:11]([C:14](=O)[CH3:15])=[CH:12][CH:13]=1)(=[O:8])[O:5][CH2:6][CH3:7])[CH3:2].[NH2:17][C:18]([NH2:20])=[S:19]. The catalyst is CCO.CCOC(C)=O. The product is [CH2:1]([O:3][P:4]([C:9]1[S:10][C:11]([C:14]2[S:19][C:18]([NH2:20])=[N:17][CH:15]=2)=[CH:12][CH:13]=1)(=[O:8])[O:5][CH2:6][CH3:7])[CH3:2]. The yield is 0.159.